Dataset: Reaction yield outcomes from USPTO patents with 853,638 reactions. Task: Predict the reaction yield, written as a fraction of the theoretical maximum amount of product (1.0 means a 100% yield; for example, 0.34 means a 34% yield). (1) The reactants are COC[O:4][C:5]1[CH:6]=[C:7]([CH:25]=[C:26]([O:32]COC)[C:27]=1[C:28]([O:30][CH3:31])=[O:29])[CH:8]=[C:9]1[S:13][C:12](=[O:14])[N:11]([CH2:15][C:16]2[CH:21]=[CH:20][C:19]([Cl:22])=[CH:18][C:17]=2[Cl:23])[C:10]1=[O:24].Cl.C(OC(C)C)(C)C. The catalyst is CO. The product is [OH:32][C:26]1[CH:25]=[C:7]([CH:6]=[C:5]([OH:4])[C:27]=1[C:28]([O:30][CH3:31])=[O:29])[CH:8]=[C:9]1[S:13][C:12](=[O:14])[N:11]([CH2:15][C:16]2[CH:21]=[CH:20][C:19]([Cl:22])=[CH:18][C:17]=2[Cl:23])[C:10]1=[O:24]. The yield is 0.725. (2) The reactants are Br[C:2]1[C:10]2[O:9][CH2:8][CH:7]([C:11]3[CH:16]=[CH:15][C:14]([CH:17]([CH3:19])[CH3:18])=[CH:13][CH:12]=3)[C:6]=2[C:5]([CH3:20])=[C:4]([NH:21][C:22](=[O:28])[CH2:23][C:24]([CH3:27])([CH3:26])[CH3:25])[C:3]=1[CH3:29].[N:30]1[CH:35]=[CH:34][CH:33]=[C:32](B(O)O)[CH:31]=1. No catalyst specified. The product is [CH:17]([C:14]1[CH:13]=[CH:12][C:11]([CH:7]2[C:6]3[C:5]([CH3:20])=[C:4]([NH:21][C:22](=[O:28])[CH2:23][C:24]([CH3:27])([CH3:26])[CH3:25])[C:3]([CH3:29])=[C:2]([C:32]4[CH:31]=[N:30][CH:35]=[CH:34][CH:33]=4)[C:10]=3[O:9][CH2:8]2)=[CH:16][CH:15]=1)([CH3:19])[CH3:18]. The yield is 0.320. (3) The reactants are [CH2:1]([N:5]1[CH:10]=[CH:9][C:8]([CH3:12])([CH3:11])[CH2:7][CH2:6]1)[CH:2]([CH3:4])[CH3:3].C(N(CC)CC)C.[C:20](Cl)(=[O:23])[CH2:21][CH3:22]. The catalyst is C(Cl)Cl. The product is [CH2:1]([N:5]1[CH2:6][CH2:7][C:8]([CH3:12])([CH3:11])[C:9]([C:20](=[O:23])[CH2:21][CH3:22])=[CH:10]1)[CH:2]([CH3:4])[CH3:3]. The yield is 0.880.